This data is from Reaction yield outcomes from USPTO patents with 853,638 reactions. The task is: Predict the reaction yield, written as a fraction of the theoretical maximum amount of product (1.0 means a 100% yield; for example, 0.34 means a 34% yield). The reactants are Cl[C:2]1[N:7]=[C:6]([C:8]([O:10][CH3:11])=[O:9])[CH:5]=[C:4]([N:12]2[C:16]([CH3:17])=[CH:15][CH:14]=[N:13]2)[N:3]=1.[Br:18][C:19]1[CH:20]=[C:21](B(O)O)[CH:22]=[CH:23][C:24]=1[F:25]. No catalyst specified. The product is [Br:18][C:19]1[CH:20]=[C:21]([C:2]2[N:7]=[C:6]([C:8]([O:10][CH3:11])=[O:9])[CH:5]=[C:4]([N:12]3[C:16]([CH3:17])=[CH:15][CH:14]=[N:13]3)[N:3]=2)[CH:22]=[CH:23][C:24]=1[F:25]. The yield is 0.260.